This data is from TCR-epitope binding with 47,182 pairs between 192 epitopes and 23,139 TCRs. The task is: Binary Classification. Given a T-cell receptor sequence (or CDR3 region) and an epitope sequence, predict whether binding occurs between them. The epitope is GILGFVFTL. The TCR CDR3 sequence is CASGAGGPLNEQFF. Result: 1 (the TCR binds to the epitope).